From a dataset of Reaction yield outcomes from USPTO patents with 853,638 reactions. Predict the reaction yield, written as a fraction of the theoretical maximum amount of product (1.0 means a 100% yield; for example, 0.34 means a 34% yield). (1) The reactants are [NH2:1][C:2]1[N:7]=[CH:6][C:5]([C:8]2[CH:9]=[C:10]([NH2:19])[C:11]([NH:14][C:15]([CH3:18])([CH3:17])[CH3:16])=[CH:12][CH:13]=2)=[CH:4][N:3]=1.[CH3:20][O:21][C:22]1[CH:23]=[CH:24][C:25]([N:30]2[CH:34]=[CH:33][CH:32]=[N:31]2)=[C:26]([CH:29]=1)[CH:27]=O.OOS([O-])=O.[K+].S([O-])([O-])(=O)=S.[Na+].[Na+]. The catalyst is CN(C=O)C.O. The product is [C:15]([N:14]1[C:11]2[CH:12]=[CH:13][C:8]([C:5]3[CH:4]=[N:3][C:2]([NH2:1])=[N:7][CH:6]=3)=[CH:9][C:10]=2[N:19]=[C:27]1[C:26]1[CH:29]=[C:22]([O:21][CH3:20])[CH:23]=[CH:24][C:25]=1[N:30]1[CH:34]=[CH:33][CH:32]=[N:31]1)([CH3:16])([CH3:18])[CH3:17]. The yield is 0.670. (2) The reactants are [C:1]([C:7]1[CH:12]=[CH:11][CH:10]=[CH:9][CH:8]=1)#[C:2][CH2:3][CH2:4][CH2:5][CH3:6].[N+:13]([CH:16](C(OC)=O)[C:17]([O:19][CH3:20])=[O:18])([O-])=[O:14].F[P-](F)(F)(F)(F)F.C([N+]1C=CN(C)C=1)CCC. The catalyst is C1(C)C=CC=CC=1. The product is [CH2:3]([C:2]1[C:16]([C:17]([O:19][CH3:20])=[O:18])=[N:13][O:14][C:1]=1[C:7]1[CH:8]=[CH:9][CH:10]=[CH:11][CH:12]=1)[CH2:4][CH2:5][CH3:6]. The yield is 0.341. (3) The reactants are [CH3:1][O:2][C:3]([NH:5][C:6]1[CH:11]=[CH:10][C:9]([S:12][C:13]2[CH:22]=[CH:21][C:16]([C:17]([O:19][CH3:20])=[O:18])=[CH:15][C:14]=2[N+:23]([O-])=O)=[CH:8][CH:7]=1)=[O:4].COC(=O)C1C=CC(SC2C=CC(NC(OC(C)(C)C)=O)=CC=2)=C([N+]([O-])=O)C=1. No catalyst specified. The product is [NH2:23][C:14]1[CH:15]=[C:16]([CH:21]=[CH:22][C:13]=1[S:12][C:9]1[CH:10]=[CH:11][C:6]([NH:5][C:3]([O:2][CH3:1])=[O:4])=[CH:7][CH:8]=1)[C:17]([O:19][CH3:20])=[O:18]. The yield is 0.880. (4) The reactants are [N:1]1([C:7]2[CH:8]=[CH:9][C:10]3[CH2:11][N:12]([C:18]([O:20][C:21]([CH3:24])([CH3:23])[CH3:22])=[O:19])[CH2:13][CH2:14][O:15][C:16]=3[N:17]=2)[CH2:6][CH2:5][NH:4][CH2:3][CH2:2]1.[C:25]1([CH2:31][CH2:32][CH:33]=O)[CH:30]=[CH:29][CH:28]=[CH:27][CH:26]=1.[OH-].[Na+]. The yield is 0.0400. The catalyst is C1COCC1.CC(C)[O-].CC(C)[O-].CC(C)[O-].CC(C)[O-].[Ti+4]. The product is [C:25]1([CH2:31][CH2:32][CH2:33][N:4]2[CH2:5][CH2:6][N:1]([C:7]3[CH:8]=[CH:9][C:10]4[CH2:11][N:12]([C:18]([O:20][C:21]([CH3:24])([CH3:23])[CH3:22])=[O:19])[CH2:13][CH2:14][O:15][C:16]=4[N:17]=3)[CH2:2][CH2:3]2)[CH:30]=[CH:29][CH:28]=[CH:27][CH:26]=1. (5) The reactants are [C:1]1([OH:11])[C:10]2[C:5](=[CH:6][CH:7]=[CH:8][CH:9]=2)[CH:4]=[CH:3][CH:2]=1.[Br:12][C:13]1[CH:14]=[C:15]([CH:18]=[C:19]([O:23][CH3:24])[C:20]=1[O:21][CH3:22])[CH:16]=O.[C:25](#[N:29])[CH2:26][C:27]#[N:28].N1CCCCC1. The catalyst is C(O)C.O. The product is [NH2:29][C:25]1[O:11][C:1]2[C:2]([CH:16]([C:15]3[CH:18]=[C:19]([O:23][CH3:24])[C:20]([O:21][CH3:22])=[C:13]([Br:12])[CH:14]=3)[C:26]=1[C:27]#[N:28])=[CH:3][CH:4]=[C:5]1[CH:6]=[CH:7][CH:8]=[CH:9][C:10]=21. The yield is 0.900. (6) The reactants are Br[C:2]1(Br)[C:6]2[N:7]=[C:8]([Cl:17])[N:9]=[C:10]([N:11]3[CH2:16][CH2:15][O:14][CH2:13][CH2:12]3)[C:5]=2[N:4]([CH3:18])[C:3]1=[O:19].[Cl-].[NH4+]. The catalyst is C1COCC1.C(Cl)Cl.[Zn]. The product is [Cl:17][C:8]1[N:9]=[C:10]([N:11]2[CH2:12][CH2:13][O:14][CH2:15][CH2:16]2)[C:5]2[N:4]([CH3:18])[C:3](=[O:19])[CH2:2][C:6]=2[N:7]=1. The yield is 0.634.